From a dataset of Catalyst prediction with 721,799 reactions and 888 catalyst types from USPTO. Predict which catalyst facilitates the given reaction. (1) Reactant: CO[C:3]([C:9]1[CH:14]=[CH:13][C:12]([O:15][C:16]2[CH:21]=[CH:20][CH:19]=[CH:18][CH:17]=2)=[CH:11][CH:10]=1)=[C:4]([C:7]#[N:8])[C:5]#[N:6].[Br:22][C:23]1[CH:28]=[CH:27][C:26]([N+:29]([O-:31])=[O:30])=[CH:25][C:24]=1[NH:32][NH2:33]. Product: [NH2:6][C:5]1[N:32]([C:24]2[CH:25]=[C:26]([N+:29]([O-:31])=[O:30])[CH:27]=[CH:28][C:23]=2[Br:22])[N:33]=[C:3]([C:9]2[CH:14]=[CH:13][C:12]([O:15][C:16]3[CH:21]=[CH:20][CH:19]=[CH:18][CH:17]=3)=[CH:11][CH:10]=2)[C:4]=1[C:7]#[N:8]. The catalyst class is: 8. (2) Reactant: C(N(CC)CC)C.[CH3:8][O:9][N:10]=[CH:11][CH:12]([S:17][C:18]1[CH:23]=[CH:22][CH:21]=[CH:20][N:19]=1)[CH2:13][CH:14]([OH:16])[CH3:15].[CH3:24][S:25](Cl)(=[O:27])=[O:26].C(OCC)(=O)C. Product: [CH3:24][S:25]([O:16][CH:14]([CH2:13][CH:12]([S:17][C:18]1[CH:23]=[CH:22][CH:21]=[CH:20][N:19]=1)[CH:11]=[N:10][O:9][CH3:8])[CH3:15])(=[O:27])=[O:26]. The catalyst class is: 30. (3) Reactant: [Cl:1][C:2]1[N:7]=[CH:6][C:5]([C:8]2([C:14]([O:16]CC)=[O:15])[CH2:13][CH2:12][O:11][CH2:10][CH2:9]2)=[CH:4][CH:3]=1.[OH-].[Na+]. Product: [Cl:1][C:2]1[N:7]=[CH:6][C:5]([C:8]2([C:14]([OH:16])=[O:15])[CH2:13][CH2:12][O:11][CH2:10][CH2:9]2)=[CH:4][CH:3]=1. The catalyst class is: 8. (4) Reactant: [Cl-].O[NH3+:3].[C:4](=[O:7])([O-])[OH:5].[Na+].CS(C)=O.[CH2:13]([CH:15]([O:20][C@H:21]1[CH2:26][CH2:25][C@H:24]([N:27]2[C:32](=[O:33])[C:31]([CH2:34][C:35]3[CH:40]=[CH:39][C:38]([C:41]4[C:42]([C:47]#[N:48])=[CH:43][CH:44]=[CH:45][CH:46]=4)=[CH:37][CH:36]=3)=[C:30]([CH2:49][CH2:50][CH3:51])[N:29]3[N:52]=[CH:53][N:54]=[C:28]23)[CH2:23][CH2:22]1)[C:16]([OH:19])([CH3:18])[CH3:17])[CH3:14]. Product: [CH2:13]([CH:15]([O:20][C@H:21]1[CH2:22][CH2:23][C@H:24]([N:27]2[C:32](=[O:33])[C:31]([CH2:34][C:35]3[CH:36]=[CH:37][C:38]([C:41]4[CH:46]=[CH:45][CH:44]=[CH:43][C:42]=4[C:47]4[NH:3][C:4](=[O:7])[O:5][N:48]=4)=[CH:39][CH:40]=3)=[C:30]([CH2:49][CH2:50][CH3:51])[N:29]3[N:52]=[CH:53][N:54]=[C:28]23)[CH2:25][CH2:26]1)[C:16]([OH:19])([CH3:17])[CH3:18])[CH3:14]. The catalyst class is: 6. (5) Reactant: [NH2:1][C:2]1[CH:9]=[CH:8][C:5]([C:6]#[N:7])=[CH:4][C:3]=1[N+:10]([O-])=O.O. Product: [NH2:10][C:3]1[CH:4]=[C:5]([CH:8]=[CH:9][C:2]=1[NH2:1])[C:6]#[N:7]. The catalyst class is: 8. (6) Reactant: [Cl:1][C:2]1[C:3]2[N:4]([C:15](=[O:18])[NH:16][N:17]=2)[N:5]=[CH:6][C:7]=1[C:8]1[CH:13]=[CH:12][C:11]([Cl:14])=[CH:10][CH:9]=1.C([O-])([O-])=O.[K+].[K+].Br[CH2:26][C:27]1[CH:32]=[CH:31][C:30]([C:33]2[O:37][N:36]=[CH:35][CH:34]=2)=[CH:29][CH:28]=1. Product: [O:37]1[C:33]([C:30]2[CH:31]=[CH:32][C:27]([CH2:26][N:16]3[C:15](=[O:18])[N:4]4[N:5]=[CH:6][C:7]([C:8]5[CH:13]=[CH:12][C:11]([Cl:14])=[CH:10][CH:9]=5)=[C:2]([Cl:1])[C:3]4=[N:17]3)=[CH:28][CH:29]=2)=[CH:34][CH:35]=[N:36]1. The catalyst class is: 18. (7) Reactant: [Br:1][C:2]1[CH:3]=[C:4]([S:8]([NH2:11])(=[O:10])=[O:9])[CH:5]=[N:6][CH:7]=1.[C:12](N)([CH3:15])([CH3:14])[CH3:13]. Product: [Br:1][C:2]1[CH:3]=[C:4]([S:8]([NH:11][C:12]([CH3:15])([CH3:14])[CH3:13])(=[O:10])=[O:9])[CH:5]=[N:6][CH:7]=1. The catalyst class is: 56. (8) Reactant: [CH2:1]([O:3][C:4](=[O:23])/[CH:5]=[CH:6]/[CH2:7][CH2:8][C@@H:9]1[CH2:13][O:12]C(C)(C)[N:10]1C(OC(C)(C)C)=O)[CH3:2].Cl. Product: [NH2:10][C@@H:9]([CH2:13][OH:12])[CH2:8][CH2:7]/[CH:6]=[CH:5]/[C:4]([O:3][CH2:1][CH3:2])=[O:23]. The catalyst class is: 25. (9) Reactant: [Cl:1][C:2]1[CH:7]=[CH:6][C:5]([C:8]2[C:14]3[C:15]([CH3:19])=[C:16]([CH3:18])[S:17][C:13]=3[N:12]3[C:20]([CH3:23])=[N:21][N:22]=[C:11]3[C@@:10]3([CH2:25][C@H:24]3[C:26](O)=[O:27])[N:9]=2)=[CH:4][CH:3]=1.[CH:29]([N:32](CC)C(C)C)(C)[CH3:30].Cl.C(N)C.C1C=CC2N(O)N=NC=2C=1.CN(C(ON1N=NC2C=CC=NC1=2)=[N+](C)C)C.F[P-](F)(F)(F)(F)F. Product: [Cl:1][C:2]1[CH:7]=[CH:6][C:5]([C:8]2[C:14]3[C:15]([CH3:19])=[C:16]([CH3:18])[S:17][C:13]=3[N:12]3[C:20]([CH3:23])=[N:21][N:22]=[C:11]3[C@@:10]3([CH2:25][C@H:24]3[C:26]([NH:32][CH2:29][CH3:30])=[O:27])[N:9]=2)=[CH:4][CH:3]=1. The catalyst class is: 2.